Dataset: Full USPTO retrosynthesis dataset with 1.9M reactions from patents (1976-2016). Task: Predict the reactants needed to synthesize the given product. (1) Given the product [C:28]1([C:26]([NH:25][C:22]2[CH:21]=[CH:20][C:19]([N:16]3[CH2:17][CH2:18][N:13]([C:11](=[O:12])[CH2:10][CH2:9][C:8]([C:5]4[CH:6]=[CH:7][C:2]([O:1][CH2:57][CH2:56][O:55][S:45]([C:48]5[CH:54]=[CH:53][C:51]([CH3:52])=[CH:50][CH:49]=5)(=[O:47])=[O:46])=[CH:3][CH:4]=4)=[O:38])[CH2:14][CH2:15]3)=[CH:24][CH:23]=2)=[O:27])[C:37]2[C:32](=[CH:33][CH:34]=[CH:35][CH:36]=2)[CH:31]=[CH:30][CH:29]=1, predict the reactants needed to synthesize it. The reactants are: [OH:1][C:2]1[CH:7]=[CH:6][C:5]([C:8](=[O:38])[CH2:9][CH2:10][C:11]([N:13]2[CH2:18][CH2:17][N:16]([C:19]3[CH:24]=[CH:23][C:22]([NH:25][C:26]([C:28]4[C:37]5[C:32](=[CH:33][CH:34]=[CH:35][CH:36]=5)[CH:31]=[CH:30][CH:29]=4)=[O:27])=[CH:21][CH:20]=3)[CH2:15][CH2:14]2)=[O:12])=[CH:4][CH:3]=1.C(=O)([O-])[O-].[K+].[K+].[S:45]([O:55][CH2:56][CH2:57]OS(C1C=CC(C)=CC=1)(=O)=O)([C:48]1[CH:54]=[CH:53][C:51]([CH3:52])=[CH:50][CH:49]=1)(=[O:47])=[O:46]. (2) Given the product [C:1]([O:5][C:6]([NH:7][CH:8]([C:10]1[CH:15]=[CH:14][C:13]([C:16](=[O:24])[NH:17][C:18]2[CH:23]=[CH:22][N:21]=[CH:20][CH:19]=2)=[CH:12][C:11]=1[C:34]1[CH:35]=[CH:36][CH:37]=[C:32]([CH2:31][CH2:30][C:27]([OH:29])=[O:28])[CH:33]=1)[CH3:9])=[O:26])([CH3:4])([CH3:3])[CH3:2], predict the reactants needed to synthesize it. The reactants are: [C:1]([O:5][C:6](=[O:26])[NH:7][CH:8]([C:10]1[CH:15]=[CH:14][C:13]([C:16](=[O:24])[NH:17][C:18]2[CH:23]=[CH:22][N:21]=[CH:20][CH:19]=2)=[CH:12][C:11]=1Br)[CH3:9])([CH3:4])([CH3:3])[CH3:2].[C:27]([CH2:30][CH2:31][C:32]1[CH:33]=[C:34](B(O)O)[CH:35]=[CH:36][CH:37]=1)([OH:29])=[O:28]. (3) Given the product [Cl:1][C:2]1[N:10]=[C:9]([Cl:11])[C:8]([F:12])=[CH:7][C:3]=1[C:4]([O:15][CH2:13][CH3:14])=[O:5], predict the reactants needed to synthesize it. The reactants are: [Cl:1][C:2]1[N:10]=[C:9]([Cl:11])[C:8]([F:12])=[CH:7][C:3]=1[C:4](Cl)=[O:5].[CH2:13]([OH:15])[CH3:14]. (4) Given the product [Cl:16][C:17]1[CH:25]=[CH:24][CH:23]=[C:22]([Cl:26])[C:18]=1[C:19]([N:4]1[C:5]2[C:10](=[CH:9][C:8]([N+:11]([O-:13])=[O:12])=[CH:7][CH:6]=2)[C:2]([CH3:1])=[CH:3]1)=[O:20], predict the reactants needed to synthesize it. The reactants are: [CH3:1][C:2]1[C:10]2[C:5](=[CH:6][CH:7]=[C:8]([N+:11]([O-:13])=[O:12])[CH:9]=2)[NH:4][CH:3]=1.[OH-].[Na+].[Cl:16][C:17]1[CH:25]=[CH:24][CH:23]=[C:22]([Cl:26])[C:18]=1[C:19](Cl)=[O:20]. (5) Given the product [CH3:1][C:2]1([CH3:26])[O:6][C@@H:5]([C@@H:7]2[C@@H:8]3[C@@H:12]([O:11][C:10]([CH3:20])([CH3:19])[O:9]3)[CH2:13][S:27]2)[CH2:4][O:3]1, predict the reactants needed to synthesize it. The reactants are: [CH3:1][C:2]1([CH3:26])[O:6][C@@H:5]([C@H:7](OS(C)(=O)=O)[C@@H:8]2[C@H:12]([CH2:13]OS(C)(=O)=O)[O:11][C:10]([CH3:20])([CH3:19])[O:9]2)[CH2:4][O:3]1.[S-2:27].[Na+].[Na+]. (6) Given the product [C:2]([O:5][CH:6]=[CH2:7])(=[O:4])[CH3:3].[C:8]([O:11][C:2](=[O:4])[CH3:3])(=[O:10])[CH3:9], predict the reactants needed to synthesize it. The reactants are: O.[C:2]([O:5][CH2:6][CH3:7])(=[O:4])[CH3:3].[C:8]([OH:11])(=[O:10])[CH3:9]. (7) Given the product [CH3:7][C:4]1[N:3]([C:8]2[N:9]=[C:10]([CH2:14][CH2:15][CH2:16][O:17][C:18]3[CH:19]=[CH:20][C:21]([NH2:24])=[CH:22][CH:23]=3)[CH:11]=[CH:12][CH:13]=2)[C:2]([CH3:1])=[CH:6][CH:5]=1, predict the reactants needed to synthesize it. The reactants are: [CH3:1][C:2]1[N:3]([C:8]2[CH:13]=[CH:12][CH:11]=[C:10]([CH2:14][CH2:15][CH2:16][O:17][C:18]3[CH:23]=[CH:22][C:21]([N+:24]([O-])=O)=[CH:20][CH:19]=3)[N:9]=2)[C:4]([CH3:7])=[CH:5][CH:6]=1.[H][H]. (8) Given the product [ClH:8].[Cl:8][C:9]1[CH:10]=[CH:11][C:12]([NH:25][C:26](=[O:44])[C:27]2[CH:32]=[CH:31][C:30]([CH:33]([CH3:35])[CH3:34])=[CH:29][C:28]=2[O:36][CH2:37][CH:38]2[CH2:43][CH2:42][CH2:41][NH:40][CH2:39]2)=[C:13]([CH:24]=1)[C:14]([NH:16][C:17]1[CH:22]=[CH:21][C:20]([Cl:23])=[CH:19][N:18]=1)=[O:15], predict the reactants needed to synthesize it. The reactants are: FC(F)(F)C(O)=O.[Cl:8][C:9]1[CH:10]=[CH:11][C:12]([NH:25][C:26](=[O:44])[C:27]2[CH:32]=[CH:31][C:30]([CH:33]([CH3:35])[CH3:34])=[CH:29][C:28]=2[O:36][CH2:37][CH:38]2[CH2:43][CH2:42][CH2:41][NH:40][CH2:39]2)=[C:13]([CH:24]=1)[C:14]([NH:16][C:17]1[CH:22]=[CH:21][C:20]([Cl:23])=[CH:19][N:18]=1)=[O:15].C(OC(N1CCCC(C2C(OC)=C(C(C)C)C=CC=2C(O)=O)C1)=O)(C)(C)C.ClC1C=CC(NC(=O)C2C=C(Cl)C=CC=2N)=NC=1. (9) Given the product [NH:8]1[CH2:9][CH2:10][C:11]2([C:17]3=[N:18][CH:19]=[CH:20][CH:21]=[C:16]3[CH2:15][O:14]2)[CH2:12][CH2:13]1, predict the reactants needed to synthesize it. The reactants are: C([N:8]1[CH2:13][CH2:12][C:11]2([C:17]3=[N:18][CH:19]=[CH:20][CH:21]=[C:16]3[CH2:15][O:14]2)[CH2:10][CH2:9]1)C1C=CC=CC=1. (10) Given the product [Cl:3][C:4]1[CH:5]=[C:6]2[C:10](=[CH:11][CH:12]=1)[CH:9]([CH2:39][C:38]([O:29][CH2:26][CH3:27])=[O:37])[N:8]([CH2:14][CH:15]([CH3:17])[CH3:16])[C:7]2=[O:18].[Cl:19][C:20]1[CH:28]=[C:27]2[C:23]([C:24](=[O:34])[N:25]([CH2:30][CH:31]([CH3:33])[CH3:32])[CH:26]2[CH2:39][C:38]([O:13][CH2:9][CH3:10])=[O:37])=[CH:22][CH:21]=1, predict the reactants needed to synthesize it. The reactants are: [H-].[Na+].[Cl:3][C:4]1[CH:5]=[C:6]2[C:10](=[CH:11][CH:12]=1)[C:9](=[O:13])[N:8]([CH2:14][CH:15]([CH3:17])[CH3:16])[CH:7]2[OH:18].[Cl:19][C:20]1[CH:28]=[C:27]2[C:23]([CH:24]([OH:34])[N:25]([CH2:30][CH:31]([CH3:33])[CH3:32])[C:26]2=[O:29])=[CH:22][CH:21]=1.O.C[O:37][CH2:38][CH2:39]OC.